Task: Predict the reaction yield, written as a fraction of the theoretical maximum amount of product (1.0 means a 100% yield; for example, 0.34 means a 34% yield).. Dataset: Reaction yield outcomes from USPTO patents with 853,638 reactions (1) The reactants are [F:1][C:2]([F:16])([F:15])[CH:3]([NH2:14])[CH2:4][C:5]1[C:13]2[C:8](=[CH:9][CH:10]=[CH:11][CH:12]=2)[NH:7][CH:6]=1.[CH3:17][C:18]1[CH:23]=[C:22]([CH3:24])[CH:21]=[C:20]([N+:25]([O-:27])=[O:26])[C:19]=1[S:28](Cl)(=[O:30])=[O:29]. The catalyst is N1C=CC=CC=1.[Cl-].[NH4+]. The product is [CH3:17][C:18]1[CH:23]=[C:22]([CH3:24])[CH:21]=[C:20]([N+:25]([O-:27])=[O:26])[C:19]=1[S:28]([NH:14][CH:3]([CH2:4][C:5]1[C:13]2[C:8](=[CH:9][CH:10]=[CH:11][CH:12]=2)[NH:7][CH:6]=1)[C:2]([F:1])([F:15])[F:16])(=[O:29])=[O:30]. The yield is 0.530. (2) The reactants are C([Si]([O:8][CH2:9][C:10]1[S:11][C:12]([Cl:23])=[C:13]([S:15][C:16]2[CH:21]=[CH:20][CH:19]=[C:18]([Cl:22])[CH:17]=2)[CH:14]=1)(C)C)(C)(C)C. The catalyst is C1COCC1. The product is [Cl:23][C:12]1[S:11][C:10]([CH2:9][OH:8])=[CH:14][C:13]=1[S:15][C:16]1[CH:21]=[CH:20][CH:19]=[C:18]([Cl:22])[CH:17]=1. The yield is 0.730. (3) The reactants are [C:1]([C:4]([C@@:6]([C:20](=[O:22])[CH3:21])([C@:8]([C:17](=[O:19])[CH3:18])([C@H:10]([CH2:15][OH:16])[O:11][C:12](=[O:14])[CH3:13])[OH:9])[OH:7])=[O:5])(=O)[CH3:2].C(=O)=O.CC(C)=O.[C:30]1([SH:36])C=CC=C[CH:31]=1.Cl[Sn](Cl)(Cl)Cl.C([O-])(O)=O.[Na+]. The catalyst is C(Cl)Cl. The product is [S:36]1[CH:30]=[CH:31][CH:2]=[C:1]1[C:4]([C@@:6]([C:20](=[O:22])[CH3:21])([C@:8]([C:17](=[O:19])[CH3:18])([C@H:10]([CH2:15][OH:16])[O:11][C:12](=[O:14])[CH3:13])[OH:9])[OH:7])=[O:5]. The yield is 0.800.